From a dataset of Catalyst prediction with 721,799 reactions and 888 catalyst types from USPTO. Predict which catalyst facilitates the given reaction. (1) Product: [C:22]([O:21][C:19](=[O:20])[CH2:18][O:8][C:5]1[CH:6]=[CH:7][C:2]([I:1])=[C:3]([O:9][CH3:10])[CH:4]=1)([CH3:25])([CH3:24])[CH3:23]. Reactant: [I:1][C:2]1[CH:7]=[CH:6][C:5]([OH:8])=[CH:4][C:3]=1[O:9][CH3:10].C(=O)([O-])[O-].[K+].[K+].Br[CH2:18][C:19]([O:21][C:22]([CH3:25])([CH3:24])[CH3:23])=[O:20]. The catalyst class is: 18. (2) Reactant: [F:1][C:2]1[CH:7]=[C:6]([O:8][CH2:9][CH:10]2[CH2:15][CH2:14][N:13]([CH2:16][C:17]3([C:21]([F:24])([F:23])[F:22])[CH2:20][CH2:19][CH2:18]3)[CH2:12][CH2:11]2)[CH:5]=[CH:4][C:3]=1[C:25]1[CH:30]=[CH:29][C:28]([C:31](O)=[O:32])=[C:27]([F:34])[CH:26]=1.[NH:35]1[CH2:39][CH2:38][CH2:37][C@@H:36]1[CH2:40][OH:41].C1C=CC2N(O)N=NC=2C=1.C(Cl)CCl.CCN(C(C)C)C(C)C. Product: [F:1][C:2]1[CH:7]=[C:6]([O:8][CH2:9][CH:10]2[CH2:15][CH2:14][N:13]([CH2:16][C:17]3([C:21]([F:23])([F:24])[F:22])[CH2:18][CH2:19][CH2:20]3)[CH2:12][CH2:11]2)[CH:5]=[CH:4][C:3]=1[C:25]1[CH:30]=[CH:29][C:28]([C:31]([N:35]2[CH2:39][CH2:38][CH2:37][C@@H:36]2[CH2:40][OH:41])=[O:32])=[C:27]([F:34])[CH:26]=1. The catalyst class is: 34. (3) Reactant: [C:1]1([CH3:16])[CH:6]=[CH:5][C:4]([PH:7](=[O:15])[C:8]2[CH:13]=[CH:12][C:11]([CH3:14])=[CH:10][CH:9]=2)=[CH:3][CH:2]=1.Br[CH:18]=[CH2:19].CCN(CC)CC. The catalyst class is: 109. Product: [C:11]1([CH3:14])[CH:12]=[CH:13][C:8]([P:7](=[O:15])([C:4]2[CH:5]=[CH:6][C:1]([CH3:16])=[CH:2][CH:3]=2)[CH:18]=[CH2:19])=[CH:9][CH:10]=1.